From a dataset of Forward reaction prediction with 1.9M reactions from USPTO patents (1976-2016). Predict the product of the given reaction. (1) Given the reactants [N:1]1[CH:6]=[CH:5][CH:4]=[C:3]([C:7]2[CH:12]=[CH:11][NH:10][C:9](=[O:13])[N:8]=2)[CH:2]=1.[H-].[Na+].Br[CH2:17][CH2:18][CH2:19][CH2:20][Cl:21].O, predict the reaction product. The product is: [Cl:21][CH2:20][CH2:19][CH2:18][CH2:17][N:10]1[CH:11]=[CH:12][C:7]([C:3]2[CH:2]=[N:1][CH:6]=[CH:5][CH:4]=2)=[N:8][C:9]1=[O:13]. (2) Given the reactants [CH3:1][O:2][C:3]1[CH:8]=[CH:7][C:6]([CH2:9]/[C:10](/[CH3:17])=[CH:11]/[C:12]([O:14][CH2:15][CH3:16])=[O:13])=[CH:5][CH:4]=1.C(OC1C=CC(C/C(/C2SC=CN=2)=C/C(OCC)=O)=CC=1)C1C=CC=CC=1, predict the reaction product. The product is: [CH3:1][O:2][C:3]1[CH:4]=[CH:5][C:6]([CH2:9][CH:10]([CH3:17])[CH2:11][C:12]([O:14][CH2:15][CH3:16])=[O:13])=[CH:7][CH:8]=1. (3) Given the reactants [CH:1]1([C:4]2[C:5]([C:15]([OH:17])=O)=[N:6][O:7][C:8]=2[C:9]2[CH:14]=[CH:13][CH:12]=[CH:11][CH:10]=2)[CH2:3][CH2:2]1.C1C=CC2N(O)N=NC=2C=1.C(N(C(C)C)CC)(C)C.C(Cl)CCl.O/[N:42]=[C:43](/[C:45]1[CH:62]=[CH:61][C:48]([CH2:49][N:50]2[CH2:53][CH:52]([C:54]([O:56][C:57]([CH3:60])([CH3:59])[CH3:58])=[O:55])[CH2:51]2)=[CH:47][CH:46]=1)\[NH2:44], predict the reaction product. The product is: [CH:1]1([C:4]2[C:5]([C:15]3[O:17][N:44]=[C:43]([C:45]4[CH:46]=[CH:47][C:48]([CH2:49][N:50]5[CH2:51][CH:52]([C:54]([O:56][C:57]([CH3:58])([CH3:60])[CH3:59])=[O:55])[CH2:53]5)=[CH:61][CH:62]=4)[N:42]=3)=[N:6][O:7][C:8]=2[C:9]2[CH:10]=[CH:11][CH:12]=[CH:13][CH:14]=2)[CH2:2][CH2:3]1. (4) Given the reactants O[CH2:2][CH:3]1[CH2:8][CH2:7][CH:6]([C:9]2([C:20]3[CH:25]=[CH:24][CH:23]=[C:22]([F:26])[C:21]=3[F:27])[CH2:14][CH2:13][CH:12]([CH2:15][CH2:16][CH2:17][CH2:18][CH3:19])[CH2:11][CH2:10]2)[CH2:5][CH2:4]1.N1C=CC=CC=1.S(Cl)([Cl:36])=O, predict the reaction product. The product is: [Cl:36][CH2:2][CH:3]1[CH2:8][CH2:7][CH:6]([C:9]2([C:20]3[CH:25]=[CH:24][CH:23]=[C:22]([F:26])[C:21]=3[F:27])[CH2:14][CH2:13][CH:12]([CH2:15][CH2:16][CH2:17][CH2:18][CH3:19])[CH2:11][CH2:10]2)[CH2:5][CH2:4]1.